Dataset: Forward reaction prediction with 1.9M reactions from USPTO patents (1976-2016). Task: Predict the product of the given reaction. (1) Given the reactants [CH3:1][O:2][CH2:3][C:4]1[CH:9]=[CH:8][C:7]([O:10][C:11]2[CH:16]=[CH:15][C:14]([N+:17]([O-])=O)=[C:13]([O:20][CH:21]3[CH2:26][CH2:25][O:24][CH2:23][CH2:22]3)[CH:12]=2)=[CH:6][N:5]=1.[Cl-].[Ca+2].[Cl-].O.C(O)C, predict the reaction product. The product is: [CH3:1][O:2][CH2:3][C:4]1[N:5]=[CH:6][C:7]([O:10][C:11]2[CH:16]=[CH:15][C:14]([NH2:17])=[C:13]([O:20][CH:21]3[CH2:26][CH2:25][O:24][CH2:23][CH2:22]3)[CH:12]=2)=[CH:8][CH:9]=1. (2) Given the reactants [NH2:1][C@H:2]([C:12]1[C:17]([C:18]2[CH:19]=[CH:20][C:21]3[N:22]([C:25](=[O:28])[NH:26][N:27]=3)[C:23]=2[CH3:24])=[CH:16][CH:15]=[C:14]([C:29]#[C:30][C:31]2([OH:37])[CH2:36][CH2:35][O:34][CH2:33][CH2:32]2)[N:13]=1)[CH2:3][C:4]1[CH:9]=[C:8]([F:10])[CH:7]=[C:6]([F:11])[CH:5]=1.[CH3:38][C:39]1[C:51]([CH3:52])=[CH:50][C:42]2[N:43]([CH2:46][C:47](O)=[O:48])[CH:44]=[N:45][C:41]=2[CH:40]=1, predict the reaction product. The product is: [F:10][C:8]1[CH:9]=[C:4]([CH2:3][C@H:2]([NH:1][C:47](=[O:48])[CH2:46][N:43]2[C:42]3[CH:50]=[C:51]([CH3:52])[C:39]([CH3:38])=[CH:40][C:41]=3[N:45]=[CH:44]2)[C:12]2[C:17]([C:18]3[CH:19]=[CH:20][C:21]4[N:22]([C:25](=[O:28])[NH:26][N:27]=4)[C:23]=3[CH3:24])=[CH:16][CH:15]=[C:14]([C:29]#[C:30][C:31]3([OH:37])[CH2:32][CH2:33][O:34][CH2:35][CH2:36]3)[N:13]=2)[CH:5]=[C:6]([F:11])[CH:7]=1.